Dataset: Cav3 T-type calcium channel HTS with 100,875 compounds. Task: Binary Classification. Given a drug SMILES string, predict its activity (active/inactive) in a high-throughput screening assay against a specified biological target. (1) The molecule is S(=O)(=O)(N1CCC2(OCCO2)CC1)c1cc(c(F)cc1)C(=O)Nc1ccc(cc1)C. The result is 0 (inactive). (2) The molecule is O=C1N(CCC1)c1cc(OC(=O)NCCCC)ccc1. The result is 0 (inactive). (3) The drug is O(c1ccc(C(C)(C)C)cc1)CC(O)=O. The result is 0 (inactive). (4) The drug is S=c1n(c(n[nH]1)Cn1nc(cc1C(F)F)C(F)F)c1ccc(cc1)C. The result is 0 (inactive). (5) The molecule is O=C1N(CCNC(=O)c2ccncc2)C(=O)CC1. The result is 0 (inactive). (6) The molecule is O(c1ccc(NC(=O)c2[nH]ncn2)cc1)C. The result is 0 (inactive).